This data is from Full USPTO retrosynthesis dataset with 1.9M reactions from patents (1976-2016). The task is: Predict the reactants needed to synthesize the given product. The reactants are: [F:1][C:2]1[CH:7]=[C:6]([F:8])[C:5]([F:9])=[CH:4][C:3]=1B(O)O.Cl[C:14]1[N:19]=[C:18]([NH2:20])[N:17]=[C:16]([NH:21][CH3:22])[CH:15]=1. Given the product [CH3:22][NH:21][C:16]1[CH:15]=[C:14]([C:3]2[CH:4]=[C:5]([F:9])[C:6]([F:8])=[CH:7][C:2]=2[F:1])[N:19]=[C:18]([NH2:20])[N:17]=1, predict the reactants needed to synthesize it.